Dataset: Reaction yield outcomes from USPTO patents with 853,638 reactions. Task: Predict the reaction yield, written as a fraction of the theoretical maximum amount of product (1.0 means a 100% yield; for example, 0.34 means a 34% yield). (1) The reactants are C(O[C:6]([N:8]1[CH2:12][C:11](=[N:13][O:14][CH3:15])[CH2:10][C@H:9]1[C:16]([OH:18])=O)=[O:7])(C)(C)C.[C:19](=[N:22]O)([NH2:21])[CH3:20].[Cl:24][C:25]1[CH:30]=[CH:29][CH:28]=[CH:27][C:26]=1[C:31]1[CH:36]=[CH:35][C:34](C(O)=O)=[CH:33][CH:32]=1. No catalyst specified. The product is [CH3:15][O:14][N:13]=[C:11]1[CH2:10][C@@H:9]([C:16]2[O:18][N:22]=[C:19]([CH3:20])[N:21]=2)[N:8]([C:6]([C:34]2[CH:33]=[CH:32][C:31]([C:26]3[CH:27]=[CH:28][CH:29]=[CH:30][C:25]=3[Cl:24])=[CH:36][CH:35]=2)=[O:7])[CH2:12]1. The yield is 0.310. (2) The reactants are [C:1]([NH:6][C:7]1[CH:12]=[C:11]([C:13]2[S:14][CH:15]=[CH:16][CH:17]=2)[CH:10]=[CH:9][C:8]=1[NH:18]C(=O)OC(C)(C)C)(=[O:5])[CH:2]([CH3:4])[CH3:3].Cl.O1CCOCC1. The catalyst is CO. The product is [NH2:18][C:8]1[CH:9]=[CH:10][C:11]([C:13]2[S:14][CH:15]=[CH:16][CH:17]=2)=[CH:12][C:7]=1[NH:6][C:1](=[O:5])[CH:2]([CH3:3])[CH3:4]. The yield is 0.360.